The task is: Predict the product of the given reaction.. This data is from Forward reaction prediction with 1.9M reactions from USPTO patents (1976-2016). (1) Given the reactants [F:1][C:2]1[CH:3]=[C:4]([CH:8]([OH:25])[CH2:9][O:10][C:11]2[CH:24]=[CH:23][C:14]([CH:15]=[C:16]3[S:20][C:19](=[O:21])[NH:18][C:17]3=[O:22])=[CH:13][CH:12]=2)[CH:5]=[CH:6][CH:7]=1.N1C=CC=CC=1C1C=CC=CN=1.[BH4-].[Na+].[BH4-], predict the reaction product. The product is: [F:1][C:2]1[CH:3]=[C:4]([CH:8]([OH:25])[CH2:9][O:10][C:11]2[CH:24]=[CH:23][C:14]([CH2:15][CH:16]3[S:20][C:19](=[O:21])[NH:18][C:17]3=[O:22])=[CH:13][CH:12]=2)[CH:5]=[CH:6][CH:7]=1. (2) Given the reactants [NH2:1][C:2]1[N:7]=[C:6](Cl)[CH:5]=[CH:4][N:3]=1.[NH2:9][C:10]1[CH:15]=[C:14]([OH:16])[C:13]([CH3:17])=[CH:12][CH:11]=1, predict the reaction product. The product is: [NH2:1][C:2]1[N:7]=[C:6]([NH:9][C:10]2[CH:11]=[CH:12][C:13]([CH3:17])=[C:14]([OH:16])[CH:15]=2)[CH:5]=[CH:4][N:3]=1. (3) Given the reactants [NH2:1][C:2]1[CH:36]=[CH:35][C:5]([O:6][C:7]2[CH:12]=[CH:11][N:10]=[C:9]3[CH:13]=[C:14]([C:16]4[N:21]=[CH:20][C:19]([CH2:22][N:23]([CH2:31][CH2:32][O:33][CH3:34])[C:24](=[O:30])[O:25][C:26]([CH3:29])([CH3:28])[CH3:27])=[CH:18][CH:17]=4)[S:15][C:8]=23)=[C:4]([F:37])[CH:3]=1.ClC(Cl)(O[C:42](=[O:48])OC(Cl)(Cl)Cl)Cl.CC[N:52]([CH:56]([CH3:58])[CH3:57])C(C)C.C1(N)CC1, predict the reaction product. The product is: [CH:56]1([NH:52][C:42](=[O:48])[NH:1][C:2]2[CH:36]=[CH:35][C:5]([O:6][C:7]3[CH:12]=[CH:11][N:10]=[C:9]4[CH:13]=[C:14]([C:16]5[N:21]=[CH:20][C:19]([CH2:22][N:23]([CH2:31][CH2:32][O:33][CH3:34])[C:24](=[O:30])[O:25][C:26]([CH3:29])([CH3:28])[CH3:27])=[CH:18][CH:17]=5)[S:15][C:8]=34)=[C:4]([F:37])[CH:3]=2)[CH2:58][CH2:57]1. (4) The product is: [CH3:22][N:21]([CH3:23])[C:20]1[C:15]2[CH:14]=[C:13]([C:8]3[CH:7]=[CH:12][C:11]([CH2:26][OH:28])=[CH:10][CH:9]=3)[NH:24][C:16]=2[N:17]=[CH:18][N:19]=1. Given the reactants [Li+].[AlH4-].C(OC(=O)[C:7]1[CH:12]=[CH:11][CH:10]=[CH:9][C:8]=1[C:13]1[NH:24][C:16]2[N:17]=[CH:18][N:19]=[C:20]([N:21]([CH3:23])[CH3:22])[C:15]=2[CH:14]=1)C.[C:26](OCC)(=[O:28])C.CO, predict the reaction product. (5) The product is: [Br:1][C:2]1[C:3]([N:23]2[CH2:27][CH2:26][C@@H:25]([OH:28])[CH2:24]2)=[N:4][CH:5]=[C:6]([CH:21]=1)[C:7]([NH:9][C:10]1[CH:11]=[N:12][C:13]([S:16][C:17]([F:20])([F:19])[F:18])=[CH:14][CH:15]=1)=[O:8]. Given the reactants [Br:1][C:2]1[C:3](Cl)=[N:4][CH:5]=[C:6]([CH:21]=1)[C:7]([NH:9][C:10]1[CH:11]=[N:12][C:13]([S:16][C:17]([F:20])([F:19])[F:18])=[CH:14][CH:15]=1)=[O:8].[NH:23]1[CH2:27][CH2:26][C@@H:25]([OH:28])[CH2:24]1, predict the reaction product. (6) Given the reactants [CH3:1][O:2][C:3]1[CH:4]=[C:5]([CH2:13][CH2:14][C:15](Cl)=[O:16])[CH:6]=[CH:7][C:8]=1[O:9][CH2:10][C:11]#[CH:12].ClC1C=CC(C[NH2:24])=CC=1C(F)(F)F, predict the reaction product. The product is: [CH3:1][O:2][C:3]1[CH:4]=[C:5]([CH2:13][CH2:14][C:15]([NH2:24])=[O:16])[CH:6]=[CH:7][C:8]=1[O:9][CH2:10][C:11]#[CH:12].